This data is from Reaction yield outcomes from USPTO patents with 853,638 reactions. The task is: Predict the reaction yield, written as a fraction of the theoretical maximum amount of product (1.0 means a 100% yield; for example, 0.34 means a 34% yield). (1) The reactants are Cl[C:2]1[CH:7]=[CH:6][N:5]=[C:4]2[NH:8][CH:9]=[CH:10][C:3]=12.[F:11][C:12]1[CH:17]=[C:16]([N+:18]([O-:20])=[O:19])[CH:15]=[CH:14][C:13]=1[OH:21].C(N(CC)C(C)C)(C)C. The catalyst is C(OCC)(=O)C. The product is [F:11][C:12]1[CH:17]=[C:16]([N+:18]([O-:20])=[O:19])[CH:15]=[CH:14][C:13]=1[O:21][C:2]1[CH:7]=[CH:6][N:5]=[C:4]2[NH:8][CH:9]=[CH:10][C:3]=12. The yield is 0.430. (2) The reactants are [NH2:1][C@:2]12[CH2:37][CH2:36][C@@H:35]([C:38]([CH3:40])=[CH2:39])[C@@H:3]1[C@@H:4]1[C@@:17]([CH3:20])([CH2:18][CH2:19]2)[C@@:16]2([CH3:21])[C@@H:7]([C@:8]3([CH3:34])[C@@H:13]([CH2:14][CH2:15]2)[C:12]([CH3:23])([CH3:22])[C:11]([C:24]2[CH:33]=[CH:32][C:27]([C:28]([O:30][CH3:31])=[O:29])=[CH:26][CH:25]=2)=[CH:10][CH2:9]3)[CH2:6][CH2:5]1.[C:41]([O:45][C:46]([N:48]1[CH2:53][CH2:52][CH2:51][CH:50]([CH:54]=O)[CH2:49]1)=[O:47])([CH3:44])([CH3:43])[CH3:42].C(O[BH-](OC(=O)C)OC(=O)C)(=O)C.[Na+]. The catalyst is ClCCCl.C([O-])(O)=O.[Na+].CC(C)[O-].[Ti+4].CC(C)[O-].CC(C)[O-].CC(C)[O-]. The product is [CH3:31][O:30][C:28]([C:27]1[CH:26]=[CH:25][C:24]([C:11]2[C:12]([CH3:22])([CH3:23])[C@H:13]3[C@:8]([CH3:34])([CH2:9][CH:10]=2)[C@@H:7]2[C@:16]([CH3:21])([C@@:17]4([CH3:20])[C@H:4]([CH2:5][CH2:6]2)[C@H:3]2[C@H:35]([C:38]([CH3:40])=[CH2:39])[CH2:36][CH2:37][C@:2]2([NH:1][CH2:54][CH:50]2[CH2:51][CH2:52][CH2:53][N:48]([C:46]([O:45][C:41]([CH3:42])([CH3:44])[CH3:43])=[O:47])[CH2:49]2)[CH2:19][CH2:18]4)[CH2:15][CH2:14]3)=[CH:33][CH:32]=1)=[O:29]. The yield is 0.709.